This data is from CYP1A2 inhibition data for predicting drug metabolism from PubChem BioAssay. The task is: Regression/Classification. Given a drug SMILES string, predict its absorption, distribution, metabolism, or excretion properties. Task type varies by dataset: regression for continuous measurements (e.g., permeability, clearance, half-life) or binary classification for categorical outcomes (e.g., BBB penetration, CYP inhibition). Dataset: cyp1a2_veith. (1) The molecule is CCC(C)[C@H](NC(=O)Nc1ccc(Oc2ccccc2)cc1)C(=O)O. The result is 0 (non-inhibitor). (2) The drug is CCOc1ccc(N2C(=O)CC(Sc3nc(-c4cccs4)cc(C(F)(F)F)c3C#N)C2=O)cc1. The result is 0 (non-inhibitor).